Task: Predict the reaction yield, written as a fraction of the theoretical maximum amount of product (1.0 means a 100% yield; for example, 0.34 means a 34% yield).. Dataset: Reaction yield outcomes from USPTO patents with 853,638 reactions (1) The reactants are [CH2:1]([O:8][C:9]1[CH:10]=[C:11]2[C:16](=[CH:17][CH:18]=1)[CH:15]([C:19]1[CH:24]=[CH:23][C:22]([O:25][CH2:26][CH2:27][N:28]3[CH2:32][CH2:31][CH2:30][CH2:29]3)=[CH:21][CH:20]=1)[N:14](C(=O)C(F)(F)F)[CH2:13][CH2:12]2)[C:2]1[CH:7]=[CH:6][CH:5]=[CH:4][CH:3]=1.C([O-])([O-])=O.[K+].[K+].CCOC(C)=O.CO. The catalyst is CO. The product is [CH2:1]([O:8][C:9]1[CH:10]=[C:11]2[C:16](=[CH:17][CH:18]=1)[CH:15]([C:19]1[CH:24]=[CH:23][C:22]([O:25][CH2:26][CH2:27][N:28]3[CH2:32][CH2:31][CH2:30][CH2:29]3)=[CH:21][CH:20]=1)[NH:14][CH2:13][CH2:12]2)[C:2]1[CH:3]=[CH:4][CH:5]=[CH:6][CH:7]=1. The yield is 0.950. (2) The reactants are O(Cl)[Cl:2].[P+5].[C:5]([N:9]1[CH:13]=[C:12]([C:14]2[NH:19][C:18](=O)[C:17]3=[CH:21][N:22]([CH3:24])[N:23]=[C:16]3[CH:15]=2)[CH:11]=[N:10]1)([CH3:8])([CH3:7])[CH3:6].C(=O)(O)[O-].[Na+]. The catalyst is C(#N)C. The product is [C:5]([N:9]1[CH:13]=[C:12]([C:14]2[N:19]=[C:18]([Cl:2])[C:17]3=[CH:21][N:22]([CH3:24])[N:23]=[C:16]3[CH:15]=2)[CH:11]=[N:10]1)([CH3:8])([CH3:7])[CH3:6]. The yield is 0.920.